From a dataset of Forward reaction prediction with 1.9M reactions from USPTO patents (1976-2016). Predict the product of the given reaction. (1) The product is: [ClH:48].[NH2:40][C@H:10]([CH2:9][C:4]1[CH:5]=[CH:6][C:7]([F:8])=[C:2]([F:1])[CH:3]=1)[C:11]([N:13]1[CH2:14][CH2:15][CH:16]([N:19]2[N:28]=[C:27]([C:29]3[CH:34]=[CH:33][C:32]([O:35][CH3:36])=[C:31]([O:37][CH3:38])[CH:30]=3)[C@@H:26]3[C@@H:21]([CH2:22][CH2:23][CH2:24][CH2:25]3)[C:20]2=[O:39])[CH2:17][CH2:18]1)=[O:12]. Given the reactants [F:1][C:2]1[CH:3]=[C:4]([CH2:9][C@@H:10]([NH:40]C(=O)OC(C)(C)C)[C:11]([N:13]2[CH2:18][CH2:17][CH:16]([N:19]3[N:28]=[C:27]([C:29]4[CH:34]=[CH:33][C:32]([O:35][CH3:36])=[C:31]([O:37][CH3:38])[CH:30]=4)[C@@H:26]4[C@@H:21]([CH2:22][CH2:23][CH2:24][CH2:25]4)[C:20]3=[O:39])[CH2:15][CH2:14]2)=[O:12])[CH:5]=[CH:6][C:7]=1[F:8].[ClH:48].C(OCC)C, predict the reaction product. (2) Given the reactants [CH3:1][O:2][C:3]1[CH:12]=[C:11]2[C:6]([CH2:7][CH2:8][CH2:9][C:10]2=[O:13])=[CH:5][CH:4]=1.[N-:14]=[N+]=[N-].[Na+].C(=O)([O-])[O-].[K+].[K+], predict the reaction product. The product is: [CH3:1][O:2][C:3]1[CH:4]=[CH:5][C:6]2[CH2:7][CH2:8][CH2:9][NH:14][C:10](=[O:13])[C:11]=2[CH:12]=1.